This data is from Forward reaction prediction with 1.9M reactions from USPTO patents (1976-2016). The task is: Predict the product of the given reaction. (1) Given the reactants Br[C:2]1[C:3]([F:19])=[CH:4][C:5]2[O:11][CH2:10][CH2:9][N:8]3[CH:12]=[C:13]([C:15]([NH2:17])=[O:16])[N:14]=[C:7]3[C:6]=2[CH:18]=1.[F:20][C:21]1[C:22]([C:27]([OH:31])([C:29]#[CH:30])[CH3:28])=[N:23][CH:24]=[CH:25][CH:26]=1, predict the reaction product. The product is: [F:19][C:3]1[C:2]([C:30]#[C:29][C:27]([C:22]2[C:21]([F:20])=[CH:26][CH:25]=[CH:24][N:23]=2)([OH:31])[CH3:28])=[CH:18][C:6]2[C:7]3[N:8]([CH:12]=[C:13]([C:15]([NH2:17])=[O:16])[N:14]=3)[CH2:9][CH2:10][O:11][C:5]=2[CH:4]=1. (2) Given the reactants [F:1][C:2]([F:20])([F:19])[CH2:3][N:4]1[C:9](=[O:10])[CH:8]=[N:7][C:6]([C:11]2[CH:16]=[C:15]([Cl:17])[CH:14]=[C:13]([Cl:18])[CH:12]=2)=[N:5]1.[C:21](OCC)(=[O:23])C, predict the reaction product. The product is: [F:20][C:2]([F:1])([F:19])[CH2:3][N:4]1[C:9](=[O:10])[CH:8]([O:23][CH3:21])[NH:7][C:6]([C:11]2[CH:12]=[C:13]([Cl:18])[CH:14]=[C:15]([Cl:17])[CH:16]=2)=[N:5]1. (3) Given the reactants [Cl:1][C:2]1[S:6][C:5]([C@@H:7]2[CH2:9][C@H:8]2[CH:10]([NH:12][O:13][CH3:14])[CH3:11])=[CH:4][CH:3]=1.C(N(CC)CC)C.[CH3:22][N:23]1[CH:27]=[C:26]([C:28](Cl)=[O:29])[C:25]([C:31]([F:34])([F:33])[F:32])=[N:24]1, predict the reaction product. The product is: [Cl:1][C:2]1[S:6][C:5]([CH:7]2[CH2:9][CH:8]2[CH:10]([N:12]([O:13][CH3:14])[C:28]([C:26]2[C:25]([C:31]([F:34])([F:33])[F:32])=[N:24][N:23]([CH3:22])[CH:27]=2)=[O:29])[CH3:11])=[CH:4][CH:3]=1. (4) Given the reactants [NH2:1][C:2]1[CH:6]=[CH:5][S:4][C:3]=1[C:7]([O:9][CH3:10])=[O:8].[C:11]1([CH2:21][C:22](O)=[O:23])[C:20]2[C:15](=[CH:16][CH:17]=[CH:18][CH:19]=2)[CH:14]=[CH:13][CH:12]=1, predict the reaction product. The product is: [C:11]1([CH2:21][C:22]([NH:1][C:2]2[CH:6]=[CH:5][S:4][C:3]=2[C:7]([O:9][CH3:10])=[O:8])=[O:23])[C:20]2[C:15](=[CH:16][CH:17]=[CH:18][CH:19]=2)[CH:14]=[CH:13][CH:12]=1. (5) Given the reactants F[C:2]1[C:11]([F:12])=[CH:10][CH:9]=[CH:8][C:3]=1[C:4](OC)=[O:5].O.[NH2:14][NH2:15], predict the reaction product. The product is: [F:12][C:11]1[CH:10]=[CH:9][CH:8]=[C:3]2[C:2]=1[NH:15][N:14]=[C:4]2[OH:5]. (6) Given the reactants [C:1]([O:5][C:6](=[O:33])[NH:7][CH:8]1[CH2:13][CH2:12][CH:11]([NH:14][C:15]2[N:20]=[C:19]3[NH:21][N:22]=[C:23]([C:24]4[CH:29]=[CH:28][N:27]=[C:26](S(C)=O)[N:25]=4)[C:18]3=[CH:17][N:16]=2)[CH2:10][CH2:9]1)([CH3:4])([CH3:3])[CH3:2].[Cl:34][C:35]1[CH:42]=[CH:41][C:38]([CH2:39][NH2:40])=[CH:37][CH:36]=1, predict the reaction product. The product is: [C:1]([O:5][C:6](=[O:33])[NH:7][CH:8]1[CH2:13][CH2:12][CH:11]([NH:14][C:15]2[N:20]=[C:19]3[NH:21][N:22]=[C:23]([C:24]4[CH:29]=[CH:28][N:27]=[C:26]([NH:40][CH2:39][C:38]5[CH:41]=[CH:42][C:35]([Cl:34])=[CH:36][CH:37]=5)[N:25]=4)[C:18]3=[CH:17][N:16]=2)[CH2:10][CH2:9]1)([CH3:4])([CH3:3])[CH3:2]. (7) Given the reactants [CH:1]([O:4][C:5]1[N:10]=[C:9]([C:11]2[C:19]3[C:14](=[CH:15][CH:16]=[C:17]([C:20]4[S:21][C:22](S(C)(=O)=O)=[N:23][N:24]=4)[CH:18]=3)[N:13]([S:29]([C:32]3[CH:38]=[CH:37][C:35]([CH3:36])=[CH:34][CH:33]=3)(=[O:31])=[O:30])[CH:12]=2)[CH:8]=[CH:7][CH:6]=1)([CH3:3])[CH3:2].[C:39]([O:43][C:44]([NH:46][C@@H:47]1[CH2:51][CH2:50][NH:49][CH2:48]1)=[O:45])([CH3:42])([CH3:41])[CH3:40], predict the reaction product. The product is: [CH:1]([O:4][C:5]1[N:10]=[C:9]([C:11]2[C:19]3[C:14](=[CH:15][CH:16]=[C:17]([C:20]4[S:21][C:22]([N:49]5[CH2:50][CH2:51][C@@H:47]([NH:46][C:44](=[O:45])[O:43][C:39]([CH3:41])([CH3:40])[CH3:42])[CH2:48]5)=[N:23][N:24]=4)[CH:18]=3)[N:13]([S:29]([C:32]3[CH:38]=[CH:37][C:35]([CH3:36])=[CH:34][CH:33]=3)(=[O:30])=[O:31])[CH:12]=2)[CH:8]=[CH:7][CH:6]=1)([CH3:3])[CH3:2]. (8) Given the reactants [N:1]1[CH:2]=[CH:3][N:4]2[C:9]=1[CH:8]=[CH:7][C:6]([CH2:10]O)=[N:5]2.S(Cl)([Cl:14])=O, predict the reaction product. The product is: [Cl:14][CH2:10][C:6]1[CH:7]=[CH:8][C:9]2[N:4]([CH:3]=[CH:2][N:1]=2)[N:5]=1. (9) The product is: [CH:1]1([C:4]2[N:8]([C:9]([O:11][C:12]([CH3:13])([CH3:14])[CH3:15])=[O:10])[C:7]3[CH:16]=[C:17]([C:26]4[C:27]([CH3:32])=[N:28][O:29][C:30]=4[CH3:31])[CH:18]=[C:19]([C:20]([CH:21]4[CH2:24][CH2:23][O:22]4)=[O:25])[C:6]=3[N:5]=2)[CH2:3][CH2:2]1. Given the reactants [CH:1]1([C:4]2[N:8]([C:9]([O:11][C:12]([CH3:15])([CH3:14])[CH3:13])=[O:10])[C:7]3[CH:16]=[C:17]([C:26]4[C:27]([CH3:32])=[N:28][O:29][C:30]=4[CH3:31])[CH:18]=[C:19]([CH:20]([OH:25])[CH:21]4[CH2:24][CH2:23][O:22]4)[C:6]=3[N:5]=2)[CH2:3][CH2:2]1.CC(OI1(OC(C)=O)(OC(C)=O)OC(=O)C2C=CC=CC1=2)=O, predict the reaction product.